This data is from Catalyst prediction with 721,799 reactions and 888 catalyst types from USPTO. The task is: Predict which catalyst facilitates the given reaction. (1) Reactant: [OH:1][C@H:2]([C:4]1[NH:8][N:7]=[C:6]([O:9][S:10]([C:13]2[CH:18]=[CH:17][C:16]([CH3:19])=[CH:15][CH:14]=2)(=[O:12])=[O:11])[CH:5]=1)[CH3:3].[Cr](O[Cr]([O-])(=O)=O)([O-])(=O)=O.[NH+]1C=CC=CC=1.[NH+]1C=CC=CC=1. Product: [C:2]([C:4]1[NH:8][N:7]=[C:6]([O:9][S:10]([C:13]2[CH:18]=[CH:17][C:16]([CH3:19])=[CH:15][CH:14]=2)(=[O:12])=[O:11])[CH:5]=1)(=[O:1])[CH3:3]. The catalyst class is: 4. (2) Product: [CH3:1][C:2]1([CH3:14])[C:10]2[C:5](=[CH:6][C:7]([N+:11]([O-:13])=[O:12])=[CH:8][CH:9]=2)[N:4]([C:27]([O:26][C:23]([CH3:25])([CH3:24])[CH3:22])=[O:28])[CH2:3]1. The catalyst class is: 2. Reactant: [CH3:1][C:2]1([CH3:14])[C:10]2[C:5](=[CH:6][C:7]([N+:11]([O-:13])=[O:12])=[CH:8][CH:9]=2)[NH:4][CH2:3]1.C(N(CC)CC)C.[CH3:22][C:23]([O:26][C:27](O[C:27]([O:26][C:23]([CH3:25])([CH3:24])[CH3:22])=[O:28])=[O:28])([CH3:25])[CH3:24]. (3) Reactant: [F:1][CH2:2][C@@H:3]1[C@@H:7]([C:8]2[CH:13]=[CH:12][C:11]([S:14]([CH3:23])(=[N:16][C:17](=[O:22])[C:18]([F:21])([F:20])[F:19])=[O:15])=[CH:10][CH:9]=2)[O:6]C(C)(C)[N:4]1C(OC(C)(C)C)=O.FC(F)(F)C(O)=O. Product: [NH2:4][C@H:3]([CH2:2][F:1])[C@@H:7]([C:8]1[CH:9]=[CH:10][C:11]([S:14]([CH3:23])(=[N:16][C:17](=[O:22])[C:18]([F:20])([F:21])[F:19])=[O:15])=[CH:12][CH:13]=1)[OH:6]. The catalyst class is: 2. (4) Reactant: [Cl:1][C:2]1[N:10]=[C:9](O)[CH:8]=[CH:7][C:3]=1[C:4]([OH:6])=O.[C:12](=[O:15])([O-])[O-].[Cs+].[Cs+].FC(F)(F)S(O[CH2:24][C:25]([F:28])([F:27])[F:26])(=O)=O.[OH2:31]. Product: [Cl:1][C:2]1[N:10]=[C:9]([O:15][CH2:12][C:25]([F:28])([F:27])[F:26])[CH:8]=[CH:7][C:3]=1[C:4]([O:6][CH2:24][C:25]([F:28])([F:27])[F:26])=[O:31]. The catalyst class is: 44. (5) Reactant: [C:1]1(=[O:6])[CH2:5][CH2:4][CH2:3][CH2:2]1.[CH:7](=O)[C:8]1[CH:13]=[CH:12][CH:11]=[CH:10][CH:9]=1.[OH-].[Na+]. Product: [C:8]1([CH:7]=[C:2]2[CH2:3][CH2:4][CH2:5][C:1]2=[O:6])[CH:13]=[CH:12][CH:11]=[CH:10][CH:9]=1. The catalyst class is: 28. (6) Reactant: [F:1][C:2]1[C:9]([O:10][CH3:11])=[C:8]([O:12][CH3:13])[CH:7]=[CH:6][C:3]=1[CH:4]=[O:5].[N+:14]([O-])([OH:16])=[O:15]. Product: [F:1][C:2]1[C:9]([O:10][CH3:11])=[C:8]([O:12][CH3:13])[CH:7]=[C:6]([N+:14]([O-:16])=[O:15])[C:3]=1[CH:4]=[O:5]. The catalyst class is: 6.